This data is from Forward reaction prediction with 1.9M reactions from USPTO patents (1976-2016). The task is: Predict the product of the given reaction. (1) Given the reactants [C:1](Cl)(=O)[C:2]1C=CC=C[CH:3]=1.[NH2:10][C:11]1[CH:16]=[CH:15][C:14]([C:17]([C:25]2[CH:30]=[CH:29][C:28]([Cl:31])=[CH:27][CH:26]=2)([OH:24])[C:18]2[N:22]([CH3:23])[CH:21]=[N:20][CH:19]=2)=[CH:13][C:12]=1[C:32]([C:34]1[CH:39]=[CH:38][CH:37]=[C:36]([Cl:40])[CH:35]=1)=[O:33].N1[CH:46]=[CH:45][CH:44]=[CH:43][CH:42]=1.[OH2:47], predict the reaction product. The product is: [Cl:40][C:36]1[CH:35]=[C:34]([CH:39]=[CH:38][CH:37]=1)[C:32]([C:12]1[CH:13]=[C:14]([C:17]([C:25]2[CH:26]=[CH:27][C:28]([Cl:31])=[CH:29][CH:30]=2)([OH:24])[C:18]2[N:22]([CH3:23])[CH:21]=[N:20][CH:19]=2)[CH:15]=[CH:16][C:11]=1[NH:10][C:42](=[O:47])[CH2:43][C:44]1[CH:3]=[CH:2][CH:1]=[CH:46][CH:45]=1)=[O:33]. (2) Given the reactants [O:1]([C:8]1[CH:13]=[CH:12][CH:11]=[CH:10][C:9]=1[NH:14][S:15]([C:18]1[CH:30]=[CH:29][C:21]([C:22]([NH:24][CH2:25][C:26]([OH:28])=O)=[O:23])=[CH:20][CH:19]=1)(=[O:17])=[O:16])[C:2]1[CH:7]=[CH:6][CH:5]=[CH:4][CH:3]=1.[NH:31]1[C:39]2[C:34](=[CH:35][C:36]([NH2:40])=[CH:37][CH:38]=2)[CH:33]=[CH:32]1, predict the reaction product. The product is: [NH:31]1[C:39]2[C:34](=[CH:35][C:36]([NH:40][C:26]([CH2:25][NH:24][C:22](=[O:23])[C:21]3[CH:29]=[CH:30][C:18]([S:15](=[O:16])(=[O:17])[NH:14][C:9]4[CH:10]=[CH:11][CH:12]=[CH:13][C:8]=4[O:1][C:2]4[CH:3]=[CH:4][CH:5]=[CH:6][CH:7]=4)=[CH:19][CH:20]=3)=[O:28])=[CH:37][CH:38]=2)[CH:33]=[CH:32]1. (3) Given the reactants [Br:1][C:2]1[N:3]=[C:4]([CH3:20])[N:5]2[C:10]([C:11]([NH:13][CH2:14][CH2:15][CH2:16][O:17][CH3:18])=[O:12])=[CH:9][N:8]=[C:7](Cl)[C:6]=12.[NH3:21].CC(O)C, predict the reaction product. The product is: [NH2:21][C:7]1[C:6]2[N:5]([C:4]([CH3:20])=[N:3][C:2]=2[Br:1])[C:10]([C:11]([NH:13][CH2:14][CH2:15][CH2:16][O:17][CH3:18])=[O:12])=[CH:9][N:8]=1. (4) Given the reactants [BH4-].[Na+].[C:3]([O:7][C:8]([N:10]([C:39]([O:41][C:42]([CH3:45])([CH3:44])[CH3:43])=[O:40])[C:11]1[C:16]([C:17]([O:19][CH3:20])=[O:18])=[C:15]([O:21][S:22]([C:25]2[CH:30]=[CH:29][C:28]([CH3:31])=[CH:27][CH:26]=2)(=[O:24])=[O:23])[C:14]([C:32]2[CH:36]=[CH:35][O:34][C:33]=2[CH:37]=[O:38])=[CH:13][CH:12]=1)=[O:9])([CH3:6])([CH3:5])[CH3:4], predict the reaction product. The product is: [C:42]([O:41][C:39]([N:10]([C:8]([O:7][C:3]([CH3:6])([CH3:5])[CH3:4])=[O:9])[C:11]1[C:16]([C:17]([O:19][CH3:20])=[O:18])=[C:15]([O:21][S:22]([C:25]2[CH:30]=[CH:29][C:28]([CH3:31])=[CH:27][CH:26]=2)(=[O:24])=[O:23])[C:14]([C:32]2[CH:36]=[CH:35][O:34][C:33]=2[CH2:37][OH:38])=[CH:13][CH:12]=1)=[O:40])([CH3:44])([CH3:45])[CH3:43]. (5) Given the reactants [CH3:1][O:2][C:3]1[CH:10]=[CH:9][C:6]([CH2:7][NH2:8])=[CH:5][CH:4]=1.Cl[C:12]1[CH:17]=[C:16]([NH:18][CH2:19][CH2:20][O:21][CH3:22])[C:15]([C:23]([F:26])([F:25])[F:24])=[CH:14][N:13]=1, predict the reaction product. The product is: [CH3:1][O:2][C:3]1[CH:10]=[CH:9][C:6]([CH2:7][NH:8][C:12]2[CH:17]=[C:16]([NH:18][CH2:19][CH2:20][O:21][CH3:22])[C:15]([C:23]([F:24])([F:26])[F:25])=[CH:14][N:13]=2)=[CH:5][CH:4]=1. (6) Given the reactants [Br:1][C:2]1[CH:3]=[C:4]([NH:9][C:10](=[O:22])[C:11]2[CH:16]=[CH:15][CH:14]=[C:13]([C:17]([C:20]#[N:21])([CH3:19])[CH3:18])[CH:12]=2)[CH:5]=[CH:6][C:7]=1[CH3:8].[H-].[Na+].[CH3:25][Si:26]([CH2:29][CH2:30][O:31][CH2:32]Cl)([CH3:28])[CH3:27], predict the reaction product. The product is: [Br:1][C:2]1[CH:3]=[C:4]([N:9]([CH2:32][O:31][CH2:30][CH2:29][Si:26]([CH3:28])([CH3:27])[CH3:25])[C:10](=[O:22])[C:11]2[CH:16]=[CH:15][CH:14]=[C:13]([C:17]([C:20]#[N:21])([CH3:19])[CH3:18])[CH:12]=2)[CH:5]=[CH:6][C:7]=1[CH3:8]. (7) Given the reactants [CH:1]1([OH:12])[CH:6]([OH:7])[CH:5]([OH:8])[CH:4]([OH:9])[CH:3]([OH:10])[CH:2]1[OH:11].N[CH2:14][C:15]([OH:17])=O, predict the reaction product. The product is: [CH2:1]([OH:12])[C@H:6]1[O:7][C@H:14]([O:10][C@:3]2([CH2:2][OH:11])[O:7][C@H:6]([CH2:1][OH:12])[C@@H:5]([OH:8])[C@@H:4]2[OH:9])[C@H:15]([OH:17])[C@@H:4]([OH:9])[C@@H:5]1[OH:8]. (8) Given the reactants [C:1]([O:5][C:6]([N:8]1[C:12]2[CH:13]=[C:14]([CH:17]([OH:22])[C:18]([F:21])([F:20])[F:19])[CH:15]=[CH:16][C:11]=2[N:10]=[C:9]1[C:23]1[C:28]([CH3:29])=[CH:27][CH:26]=[CH:25][C:24]=1[CH3:30])=[O:7])([CH3:4])([CH3:3])[CH3:2].CC(OI1(OC(C)=O)(OC(C)=O)OC(=O)C2C=CC=CC1=2)=O, predict the reaction product. The product is: [C:1]([O:5][C:6]([N:8]1[C:12]2[CH:13]=[C:14]([C:17](=[O:22])[C:18]([F:19])([F:20])[F:21])[CH:15]=[CH:16][C:11]=2[N:10]=[C:9]1[C:23]1[C:28]([CH3:29])=[CH:27][CH:26]=[CH:25][C:24]=1[CH3:30])=[O:7])([CH3:4])([CH3:3])[CH3:2]. (9) Given the reactants C(N(C(C)C)CC)(C)C.[CH3:10][O:11][C:12]1[CH:13]=[C:14](/[CH:24]=[CH:25]/[C:26]([OH:28])=O)[CH:15]=[CH:16][C:17]=1[N:18]1[CH:22]=[C:21]([CH3:23])[N:20]=[CH:19]1.C1N(P(Cl)(N2C(=O)OCC2)=O)C(=O)OC1.[NH2:44][N:45]1[CH2:50][CH2:49][CH2:48][N:47]([C:51]2[CH:56]=[CH:55][C:54]([F:57])=[CH:53][CH:52]=2)[C:46]1=[O:58], predict the reaction product. The product is: [F:57][C:54]1[CH:53]=[CH:52][C:51]([N:47]2[CH2:48][CH2:49][CH2:50][N:45]([NH:44][C:26](=[O:28])/[CH:25]=[CH:24]/[C:14]3[CH:15]=[CH:16][C:17]([N:18]4[CH:22]=[C:21]([CH3:23])[N:20]=[CH:19]4)=[C:12]([O:11][CH3:10])[CH:13]=3)[C:46]2=[O:58])=[CH:56][CH:55]=1.